Predict the reactants needed to synthesize the given product. From a dataset of Full USPTO retrosynthesis dataset with 1.9M reactions from patents (1976-2016). (1) Given the product [N:35]1([C:20]([CH:9]2[NH:8][CH:7]=[C:6]([C:4]([O:3][CH2:1][CH3:2])=[O:5])[C:12]3[NH:13][C:14]4[CH:15]=[CH:16][CH:17]=[CH:18][C:19]=4[C:11]=3[CH2:10]2)=[O:21])[CH2:40][CH2:39][CH2:38][CH2:37][CH2:36]1, predict the reactants needed to synthesize it. The reactants are: [CH2:1]([O:3][C:4]([C:6]1[C:12]2[NH:13][C:14]3[CH:15]=[CH:16][CH:17]=[CH:18][C:19]=3[C:11]=2[CH2:10][CH:9]([C:20](O)=[O:21])[NH:8][CH:7]=1)=[O:5])[CH3:2].C1N=CN(C(N2C=NC=C2)=O)C=1.[NH:35]1[CH2:40][CH2:39][CH2:38][CH2:37][CH2:36]1. (2) Given the product [CH:34]([N:30]1[CH2:29][CH2:28][CH:27]([CH:25]([N:18]2[C:19]3[C:24](=[CH:23][CH:22]=[CH:21][CH:20]=3)[C:16]([C:14]([NH:13][CH2:12][C:5]3[C:6](=[O:11])[NH:7][C:8]([CH3:10])=[CH:9][C:4]=3[O:3][CH3:2])=[O:15])=[C:17]2[CH3:33])[CH3:26])[CH2:32][CH2:31]1)([CH3:38])[CH3:35], predict the reactants needed to synthesize it. The reactants are: Cl.[CH3:2][O:3][C:4]1[CH:9]=[C:8]([CH3:10])[NH:7][C:6](=[O:11])[C:5]=1[CH2:12][NH:13][C:14]([C:16]1[C:24]2[C:19](=[CH:20][CH:21]=[CH:22][CH:23]=2)[N:18]([CH:25]([CH:27]2[CH2:32][CH2:31][NH:30][CH2:29][CH2:28]2)[CH3:26])[C:17]=1[CH3:33])=[O:15].[CH2:34]1[CH2:38]OC[CH2:35]1.CC(=O)C.C(O[BH-](OC(=O)C)OC(=O)C)(=O)C.[Na+]. (3) Given the product [CH2:1]([C:3]1[CH:4]=[C:5]([CH:15]=[CH:16][C:17]=1[CH3:18])[S:6][C:7]1[CH:14]=[CH:13][C:10]([CH2:11][NH2:12])=[CH:9][CH:8]=1)[CH3:2], predict the reactants needed to synthesize it. The reactants are: [CH2:1]([C:3]1[CH:4]=[C:5]([CH:15]=[CH:16][C:17]=1[CH3:18])[S:6][C:7]1[CH:14]=[CH:13][C:10]([C:11]#[N:12])=[CH:9][CH:8]=1)[CH3:2].C1COCC1.[H-].[Al+3].[Li+].[H-].[H-].[H-].[OH-].[Na+]. (4) Given the product [NH2:1][C:2]1[C:3]([C:20]([NH:22][NH:23][C:28]([NH:27][C:24](=[O:26])[CH3:25])=[S:29])=[O:21])=[N:4][C:5]([C:8]2[CH:9]=[CH:10][C:11]([S:14]([CH:17]([CH3:19])[CH3:18])(=[O:15])=[O:16])=[CH:12][CH:13]=2)=[CH:6][N:7]=1, predict the reactants needed to synthesize it. The reactants are: [NH2:1][C:2]1[C:3]([C:20]([NH:22][NH2:23])=[O:21])=[N:4][C:5]([C:8]2[CH:13]=[CH:12][C:11]([S:14]([CH:17]([CH3:19])[CH3:18])(=[O:16])=[O:15])=[CH:10][CH:9]=2)=[CH:6][N:7]=1.[C:24]([N:27]=[C:28]=[S:29])(=[O:26])[CH3:25]. (5) The reactants are: C(OC([NH:8][C@@H:9]([CH2:21][CH3:22])[CH:10]([C:12]1[O:13][C:14]2[CH:20]=[CH:19][CH:18]=[CH:17][C:15]=2[N:16]=1)[OH:11])=O)(C)(C)C.C[Si](C)(C)[Cl:25].CC(C)=O. Given the product [ClH:25].[NH2:8][C@@H:9]([CH2:21][CH3:22])[CH:10]([C:12]1[O:13][C:14]2[CH:20]=[CH:19][CH:18]=[CH:17][C:15]=2[N:16]=1)[OH:11], predict the reactants needed to synthesize it.